This data is from Full USPTO retrosynthesis dataset with 1.9M reactions from patents (1976-2016). The task is: Predict the reactants needed to synthesize the given product. (1) Given the product [Cl:1][C:2]1[CH:3]=[C:4]([C:12]2[S:13][C:14]([CH3:17])=[CH:15][N:16]=2)[CH:5]=[CH:6][CH:7]=1, predict the reactants needed to synthesize it. The reactants are: [Cl:1][C:2]1[CH:3]=[C:4](B(O)O)[CH:5]=[CH:6][CH:7]=1.Br[C:12]1[S:13][C:14]([CH3:17])=[CH:15][N:16]=1.C([O-])([O-])=O.[K+].[K+].C(Cl)Cl. (2) Given the product [C:8]([O:12][C:6]([NH:5][S:2]([NH2:13])(=[O:4])=[O:3])=[O:7])([CH3:11])([CH3:10])[CH3:9], predict the reactants needed to synthesize it. The reactants are: Cl[S:2]([N:5]=[C:6]=[O:7])(=[O:4])=[O:3].[C:8]([OH:12])([CH3:11])([CH3:10])[CH3:9].[N:13]1C=CC=CC=1.[OH-].[NH4+]. (3) Given the product [Cl:21][C:4]1[N:3]=[C:2]([NH:31][C@H:29]([C:26]2[CH:27]=[CH:28][C:23]([F:22])=[CH:24][CH:25]=2)[CH3:30])[CH:7]=[C:6]([C:8]2[CH:9]=[N:10][N:11]([CH2:13][O:14][CH2:15][CH2:16][Si:17]([CH3:20])([CH3:19])[CH3:18])[CH:12]=2)[CH:5]=1, predict the reactants needed to synthesize it. The reactants are: Cl[C:2]1[CH:7]=[C:6]([C:8]2[CH:9]=[N:10][N:11]([CH2:13][O:14][CH2:15][CH2:16][Si:17]([CH3:20])([CH3:19])[CH3:18])[CH:12]=2)[CH:5]=[C:4]([Cl:21])[N:3]=1.[F:22][C:23]1[CH:28]=[CH:27][C:26]([C@@H:29]([NH2:31])[CH3:30])=[CH:25][CH:24]=1.C(P(C(C)(C)C)C1C=CC=CC=1C1C=CC=CC=1)(C)(C)C.CC(C)([O-])C.[Na+]. (4) Given the product [F:1][C:2]([F:13])([C:6]1[CH:11]=[CH:10][C:9]([CH3:12])=[CH:8][CH:7]=1)[C:3]#[N:5], predict the reactants needed to synthesize it. The reactants are: [F:1][C:2]([F:13])([C:6]1[CH:11]=[CH:10][C:9]([CH3:12])=[CH:8][CH:7]=1)[C:3]([NH2:5])=O.C(N(CC)CC)C.C(OC(C(F)(F)F)=O)(C(F)(F)F)=O. (5) Given the product [C:1]([O:5][C:6]([N:8]1[CH2:14][CH2:13][C:12]2[C:15]([CH2:20][S:30][C:31]3[NH:32][CH:33]=[CH:34][N:35]=3)=[C:16]([Cl:19])[CH:17]=[CH:18][C:11]=2[CH2:10][CH2:9]1)=[O:7])([CH3:2])([CH3:4])[CH3:3], predict the reactants needed to synthesize it. The reactants are: [C:1]([O:5][C:6]([N:8]1[CH2:14][CH2:13][C:12]2[C:15]([CH2:20]Cl)=[C:16]([Cl:19])[CH:17]=[CH:18][C:11]=2[CH2:10][CH2:9]1)=[O:7])([CH3:4])([CH3:3])[CH3:2].C(=O)([O-])[O-].[K+].[K+].[I-].[Na+].[SH:30][C:31]1[NH:32][CH:33]=[CH:34][N:35]=1.